The task is: Predict which catalyst facilitates the given reaction.. This data is from Catalyst prediction with 721,799 reactions and 888 catalyst types from USPTO. The catalyst class is: 19. Product: [F:1][C:2]1[CH:7]=[CH:6][C:5]([N:8]2[CH2:14][CH2:13][CH2:12][CH2:11][CH:10]([C:15]([OH:17])=[O:16])[C:9]2=[O:25])=[CH:4][CH:3]=1. Reactant: [F:1][C:2]1[CH:7]=[CH:6][C:5]([N:8]2[CH2:14][CH2:13][CH2:12][CH2:11][CH:10]([C:15]([O:17]CC3C=CC=CC=3)=[O:16])[C:9]2=[O:25])=[CH:4][CH:3]=1.